This data is from Reaction yield outcomes from USPTO patents with 853,638 reactions. The task is: Predict the reaction yield, written as a fraction of the theoretical maximum amount of product (1.0 means a 100% yield; for example, 0.34 means a 34% yield). (1) The reactants are [CH2:1]([C@@H:5]1[NH:10][CH2:9][C@H:8]([CH:11]=[CH:12][CH3:13])[NH:7][C:6]1=[O:14])[CH:2]([CH3:4])[CH3:3].[F:15][C:16]1[CH:21]=[CH:20][C:19]([C:22]2[O:26][N:25]=[C:24]([C:27](O)=[O:28])[N:23]=2)=[CH:18][CH:17]=1.C([C@@H]1N(C(=O)/C=C/C2C=CC=CC=2)C[C@H](CC(C)C)NC1=O)C(C)C. No catalyst specified. The product is [F:15][C:16]1[CH:17]=[CH:18][C:19]([C:22]2[O:26][N:25]=[C:24]([C:27]([N:10]3[CH2:9][C@H:8](/[CH:11]=[CH:12]/[CH3:13])[NH:7][C:6](=[O:14])[C@@H:5]3[CH2:1][CH:2]([CH3:4])[CH3:3])=[O:28])[N:23]=2)=[CH:20][CH:21]=1. The yield is 0.762. (2) The product is [Cl:1][C:2]1[CH:7]=[C:6]([F:8])[C:5]([CH:18]=[O:19])=[C:4]([F:9])[CH:3]=1. The reactants are [Cl:1][C:2]1[CH:7]=[C:6]([F:8])[CH:5]=[C:4]([F:9])[CH:3]=1.C([Li])CCC.CN([CH:18]=[O:19])C.Cl. The yield is 0.410. The catalyst is C1COCC1.CCOCC. (3) The reactants are [C:1]([C:5]1[CH:6]=[C:7]([NH:11][C:12]([C@H:14]2[CH2:19][CH2:18][CH2:17][NH:16][C@H:15]2[CH:20]2[CH2:24][CH2:23][CH2:22][CH2:21]2)=[O:13])[CH:8]=[CH:9][CH:10]=1)([CH3:4])([CH3:3])[CH3:2].CCN(CC)CC.[CH3:32][C:33]1[CH:41]=[CH:40][CH:39]=[CH:38][C:34]=1[C:35](Cl)=[O:36]. The catalyst is C(Cl)Cl.C(OCC)(=O)C. The product is [C:1]([C:5]1[CH:6]=[C:7]([NH:11][C:12]([C@H:14]2[CH2:19][CH2:18][CH2:17][N:16]([C:35](=[O:36])[C:34]3[CH:38]=[CH:39][CH:40]=[CH:41][C:33]=3[CH3:32])[C@H:15]2[CH:20]2[CH2:21][CH2:22][CH2:23][CH2:24]2)=[O:13])[CH:8]=[CH:9][CH:10]=1)([CH3:4])([CH3:2])[CH3:3]. The yield is 0.650. (4) The product is [CH:16]([C:18]1[CH:23]=[C:22]([C:2]2[CH:7]=[CH:6][C:5]([CH:8]([CH3:15])[CH2:9][NH:10][S:11]([CH3:14])(=[O:13])=[O:12])=[CH:4][CH:3]=2)[CH:21]=[CH:20][CH:19]=1)=[O:17]. The yield is 0.410. The catalyst is C1(C)C=CC=CC=1. The reactants are Br[C:2]1[CH:7]=[CH:6][C:5]([CH:8]([CH3:15])[CH2:9][NH:10][S:11]([CH3:14])(=[O:13])=[O:12])=[CH:4][CH:3]=1.[CH:16]([C:18]1[CH:19]=[C:20](B(O)O)[CH:21]=[CH:22][CH:23]=1)=[O:17].C(=O)([O-])[O-].[K+].[K+].O. (5) The reactants are [CH3:1][C:2]1[C:3]([C:17](=O)[CH3:18])=[CH:4][C:5]2[N:9]=[CH:8][N:7]([CH:10]3[CH2:15][CH2:14][CH2:13][CH2:12][O:11]3)[C:6]=2[CH:16]=1.CC([O-])=O.[Na+].Cl.[NH2:26][OH:27]. The catalyst is CO. The product is [CH3:1][C:2]1[C:3]([C:17](=[N:26][OH:27])[CH3:18])=[CH:4][C:5]2[N:9]=[CH:8][N:7]([CH:10]3[CH2:15][CH2:14][CH2:13][CH2:12][O:11]3)[C:6]=2[CH:16]=1. The yield is 0.902. (6) The reactants are [N:1]1[C:10]2[C:5](=[CH:6][C:7]([C:11]3([C:14]4[N:18]5[N:19]=[C:20]([C:23]6[CH:32]=[CH:31][C:26]([C:27]([O:29]C)=[O:28])=[CH:25][CH:24]=6)[CH:21]=[N:22][C:17]5=[N:16][N:15]=4)[CH2:13][CH2:12]3)=[CH:8][CH:9]=2)[CH:4]=[CH:3][CH:2]=1.[OH-].[Li+].Cl. The catalyst is C1COCC1.CO.O.O. The product is [N:1]1[C:10]2[C:5](=[CH:6][C:7]([C:11]3([C:14]4[N:18]5[N:19]=[C:20]([C:23]6[CH:24]=[CH:25][C:26]([C:27]([OH:29])=[O:28])=[CH:31][CH:32]=6)[CH:21]=[N:22][C:17]5=[N:16][N:15]=4)[CH2:12][CH2:13]3)=[CH:8][CH:9]=2)[CH:4]=[CH:3][CH:2]=1. The yield is 0.720. (7) The reactants are Cl[C:2]1[C:7]2[CH2:8][CH2:9][CH2:10][C:6]=2[C:5]([Cl:11])=[N:4][N:3]=1.[CH2:12]([O:14][C:15]([C:17]1N=[CH:19][C:20]([N:23]2[CH2:28][CH2:27][NH:26][C@@H:25]([CH3:29])[CH2:24]2)=[N:21][CH:22]=1)=[O:16])C.[CH2:30](N(CC)CC)C.O. The catalyst is CN1C(=O)CCC1.CCOC(C)=O. The product is [CH3:12][O:14][C:15](=[O:16])[C:17]1[CH:30]=[CH:19][C:20]([N:23]2[CH2:28][CH2:27][N:26]([C:2]3[C:7]4[CH2:8][CH2:9][CH2:10][C:6]=4[C:5]([Cl:11])=[N:4][N:3]=3)[C@@H:25]([CH3:29])[CH2:24]2)=[N:21][CH:22]=1. The yield is 0.160. (8) The product is [O:10]1[C:8]2([CH2:11][CH2:18][CH:17]([C:20]([O:22][CH2:23][CH3:24])=[O:21])[CH2:16][CH2:9]2)[CH2:7]1. The yield is 0.650. The catalyst is CS(C)=O. The reactants are [I-].C[S+](C)(C)=O.[CH3:7][C:8]([CH3:11])([O-:10])[CH3:9].[K+].O=C1C[CH2:18][CH:17]([C:20]([O:22][CH2:23][CH3:24])=[O:21])[CH2:16]C1.O. (9) The product is [Cl:9][C:10]1[S:14][C:13]([S:15]([N:1]2[CH2:8][CH2:7][CH2:6][C@H:2]2[C:3]([OH:5])=[O:4])(=[O:17])=[O:16])=[CH:12][CH:11]=1. The catalyst is [OH-].[Na+].O1CCCC1. The reactants are [NH:1]1[CH2:8][CH2:7][CH2:6][C@H:2]1[C:3]([OH:5])=[O:4].[Cl:9][C:10]1[S:14][C:13]([S:15](Cl)(=[O:17])=[O:16])=[CH:12][CH:11]=1. The yield is 0.970. (10) The reactants are [C:1]([C:4]1[N:9]=[C:8]([C:10]2[CH:15]=[CH:14][C:13]([O:16][C:17]3[CH:22]=[CH:21][C:20]([F:23])=[CH:19][CH:18]=3)=[CH:12][CH:11]=2)[N:7]=[C:6]([NH:24][C@@H:25]([CH3:30])[C:26]([O:28]C)=O)[CH:5]=1)(=[O:3])[NH2:2].CO.[NH3:33]. No catalyst specified. The product is [NH2:33][C:26](=[O:28])[C@@H:25]([NH:24][C:6]1[N:7]=[C:8]([C:10]2[CH:15]=[CH:14][C:13]([O:16][C:17]3[CH:18]=[CH:19][C:20]([F:23])=[CH:21][CH:22]=3)=[CH:12][CH:11]=2)[N:9]=[C:4]([C:1]([NH2:2])=[O:3])[CH:5]=1)[CH3:30]. The yield is 0.660.